Dataset: TCR-epitope binding with 47,182 pairs between 192 epitopes and 23,139 TCRs. Task: Binary Classification. Given a T-cell receptor sequence (or CDR3 region) and an epitope sequence, predict whether binding occurs between them. (1) The epitope is TEILPVSMTK. The TCR CDR3 sequence is CASSHKASGGDKQYF. Result: 0 (the TCR does not bind to the epitope). (2) The TCR CDR3 sequence is CASTTGFSYNEQFF. The epitope is SLYNTVATL. Result: 0 (the TCR does not bind to the epitope).